Dataset: Forward reaction prediction with 1.9M reactions from USPTO patents (1976-2016). Task: Predict the product of the given reaction. Given the reactants C[O:2][C:3]([C:5]1[CH:21]=[CH:20][C:8]2[N:9]=[C:10]([C:12]3[C:17]([CH3:18])=[CH:16][CH:15]=[CH:14][C:13]=3[CH3:19])[NH:11][C:7]=2[CH:6]=1)=[O:4].[OH-].[Na+], predict the reaction product. The product is: [CH3:19][C:13]1[CH:14]=[CH:15][CH:16]=[C:17]([CH3:18])[C:12]=1[C:10]1[NH:11][C:7]2[CH:6]=[C:5]([C:3]([OH:4])=[O:2])[CH:21]=[CH:20][C:8]=2[N:9]=1.